Dataset: Reaction yield outcomes from USPTO patents with 853,638 reactions. Task: Predict the reaction yield, written as a fraction of the theoretical maximum amount of product (1.0 means a 100% yield; for example, 0.34 means a 34% yield). (1) The reactants are C(O[C:6](=O)[N:7]([C:9]1[N:17]=[CH:16][N:15]=[C:14]2[C:10]=1[N:11]=[CH:12][N:13]2[C:18]1[CH:23]=[CH:22][C:21]([NH:24][C:25]([NH:27][C:28]2[CH:33]=[C:32]([C:34]([F:37])([F:36])[F:35])[CH:31]=[C:30]([C:38](=[O:45])[NH:39][CH:40]([CH2:43][OH:44])[CH2:41][OH:42])[CH:29]=2)=[O:26])=[CH:20][CH:19]=1)C)(C)(C)C.FC(F)(F)C(O)=O.C(=O)([O-])[O-].[K+].[K+]. The catalyst is O. The product is [OH:42][CH2:41][CH:40]([NH:39][C:38](=[O:45])[C:30]1[CH:31]=[C:32]([C:34]([F:35])([F:36])[F:37])[CH:33]=[C:28]([NH:27][C:25]([NH:24][C:21]2[CH:22]=[CH:23][C:18]([N:13]3[CH:12]=[N:11][C:10]4[C:14]3=[N:15][CH:16]=[N:17][C:9]=4[NH:7][CH3:6])=[CH:19][CH:20]=2)=[O:26])[CH:29]=1)[CH2:43][OH:44]. The yield is 0.930. (2) The yield is 0.930. The product is [CH3:13][O:12][C:5]1[N:4]=[CH:3][C:2]([C:14]2[CH:19]=[CH:18][CH:17]=[CH:16][CH:15]=2)=[CH:11][C:6]=1[C:7]([O:9][CH3:10])=[O:8]. The reactants are Br[C:2]1[CH:3]=[N:4][C:5]([O:12][CH3:13])=[C:6]([CH:11]=1)[C:7]([O:9][CH3:10])=[O:8].[C:14]1(B(O)O)[CH:19]=[CH:18][CH:17]=[CH:16][CH:15]=1.[O-]P([O-])([O-])=O.[K+].[K+].[K+].O. The catalyst is C1(C)C=CC=CC=1.C(OCC)(=O)C.C1C=CC([P]([Pd]([P](C2C=CC=CC=2)(C2C=CC=CC=2)C2C=CC=CC=2)([P](C2C=CC=CC=2)(C2C=CC=CC=2)C2C=CC=CC=2)[P](C2C=CC=CC=2)(C2C=CC=CC=2)C2C=CC=CC=2)(C2C=CC=CC=2)C2C=CC=CC=2)=CC=1. (3) The reactants are [Br:1][C:2]1[CH:3]=[CH:4][C:5]([F:9])=[C:6]([NH2:8])[CH:7]=1.[CH3:10][S:11](Cl)(=[O:13])=[O:12].[F-].C([N+](CCCC)(CCCC)CCCC)CCC.C1COCC1.O. The catalyst is N1C=CC=CC=1.[Cl-].[Na+].O. The product is [Br:1][C:2]1[CH:3]=[CH:4][C:5]([F:9])=[C:6]([NH:8][S:11]([CH3:10])(=[O:13])=[O:12])[CH:7]=1. The yield is 0.390. (4) The reactants are [CH3:1][O-].[Na+].[N:4]#[C:5][NH2:6].[N:7]([C:10]1[CH:20]=[CH:19][C:13]([C:14]([N:16]([CH3:18])[CH3:17])=[O:15])=[CH:12][CH:11]=1)=[C:8]=[S:9].IC. No catalyst specified. The product is [C:5](/[N:6]=[C:8](\[S:9][CH3:1])/[NH:7][C:10]1[CH:20]=[CH:19][C:13]([C:14](=[O:15])[N:16]([CH3:18])[CH3:17])=[CH:12][CH:11]=1)#[N:4]. The yield is 0.470. (5) The reactants are [CH2:1](Br)[C:2]#[C:3][CH3:4].[F:6][CH:7]([F:18])[O:8][C:9]1[CH:16]=[CH:15][C:12]([CH:13]=[O:14])=[CH:11][C:10]=1[OH:17].C(=O)([O-])[O-].[K+].[K+]. The catalyst is C(#N)C. The product is [CH2:1]([O:17][C:10]1[CH:11]=[C:12]([CH:15]=[CH:16][C:9]=1[O:8][CH:7]([F:6])[F:18])[CH:13]=[O:14])[C:2]#[C:3][CH3:4]. The yield is 0.970. (6) The reactants are [CH3:1][C:2]1[CH:3]=[C:4]2[C:8](=[CH:9][CH:10]=1)[C:7](=[O:11])[NH:6][C:5]2=O.[Sn]. The catalyst is C(O)(=O)C.Cl. The product is [CH3:1][C:2]1[CH:3]=[C:4]2[C:8](=[CH:9][CH:10]=1)[C:7](=[O:11])[NH:6][CH2:5]2. The yield is 0.500. (7) The catalyst is C(#N)C. The yield is 0.770. The reactants are [CH2:1]([CH:8]1[C:12]([OH:13])=[CH:11][C:10](=[O:14])[N:9]1[C:15]1[CH:22]=[CH:21][C:18]([C:19]#[N:20])=[C:17]([Cl:23])[CH:16]=1)[C:2]1[CH:7]=[CH:6][CH:5]=[CH:4][CH:3]=1.C(O)(=O)C.[BH4-].[Na+].O. The product is [CH2:1]([C@H:8]1[C@@H:12]([OH:13])[CH2:11][C:10](=[O:14])[N:9]1[C:15]1[CH:22]=[CH:21][C:18]([C:19]#[N:20])=[C:17]([Cl:23])[CH:16]=1)[C:2]1[CH:3]=[CH:4][CH:5]=[CH:6][CH:7]=1. (8) The reactants are [Cl:1][C:2]1[S:6][C:5]([S:7]([NH:10][C:11]2[C:19]3[C:14](=[CH:15][CH:16]=[CH:17][C:18]=3[O:20][CH3:21])[N:13]([CH2:22][C:23]3[CH:28]=[CH:27][C:26]([CH2:29][NH:30][C:31](=[O:37])[O:32]C(C)(C)C)=[CH:25][CH:24]=3)[N:12]=2)(=[O:9])=[O:8])=[CH:4][CH:3]=1.Cl. The catalyst is ClCCl. The product is [CH:31]([OH:37])=[O:32].[NH2:30][CH2:29][C:26]1[CH:25]=[CH:24][C:23]([CH2:22][N:13]2[C:14]3[C:19](=[C:18]([O:20][CH3:21])[CH:17]=[CH:16][CH:15]=3)[C:11]([NH:10][S:7]([C:5]3[S:6][C:2]([Cl:1])=[CH:3][CH:4]=3)(=[O:9])=[O:8])=[N:12]2)=[CH:28][CH:27]=1. The yield is 0.830. (9) The reactants are [F:1][C:2]([F:29])([F:28])[C:3]1[CH:4]=[C:5]([CH:21]=[C:22]([C:24]([F:27])([F:26])[F:25])[CH:23]=1)[C:6]([N:8]1[CH:12]([CH2:13][C:14]2[CH:19]=[CH:18][CH:17]=[CH:16][CH:15]=2)[CH2:11][C:10](=O)[CH2:9]1)=[O:7].[CH3:30][C:31]1[CH:36]=[CH:35][CH:34]=[C:33]([CH3:37])[C:32]=1[NH:38][C:39](=[O:47])[CH2:40][N:41]1[CH2:46][CH2:45][NH:44][CH2:43][CH2:42]1. The catalyst is CO.[Pd]. The product is [F:28][C:2]([F:1])([F:29])[C:3]1[CH:4]=[C:5]([CH:21]=[C:22]([C:24]([F:25])([F:27])[F:26])[CH:23]=1)[C:6]([N:8]1[C@H:12]([CH2:13][C:14]2[CH:15]=[CH:16][CH:17]=[CH:18][CH:19]=2)[CH2:11][C@H:10]([N:44]2[CH2:45][CH2:46][N:41]([CH2:40][C:39]([NH:38][C:32]3[C:33]([CH3:37])=[CH:34][CH:35]=[CH:36][C:31]=3[CH3:30])=[O:47])[CH2:42][CH2:43]2)[CH2:9]1)=[O:7]. The yield is 0.150. (10) The reactants are [C:1]1([S:7]([CH2:9][CH2:10][N:11]2[C:19]3[CH:18]=[CH:17][CH:16]=[CH:15][C:14]=3[C:13]3[CH2:20][CH2:21][N:22](C(OC(C)(C)C)=O)[CH2:23][CH2:24][C:12]2=3)=[O:8])[CH:6]=[CH:5][CH:4]=[CH:3][CH:2]=1. The catalyst is FC(F)(F)C(O)=O. The product is [C:1]1([S:7]([CH2:9][CH2:10][N:11]2[C:19]3[CH:18]=[CH:17][CH:16]=[CH:15][C:14]=3[C:13]3[CH2:20][CH2:21][NH:22][CH2:23][CH2:24][C:12]2=3)=[O:8])[CH:2]=[CH:3][CH:4]=[CH:5][CH:6]=1. The yield is 0.700.